Dataset: Forward reaction prediction with 1.9M reactions from USPTO patents (1976-2016). Task: Predict the product of the given reaction. (1) Given the reactants Br[C:2]1[CH:7]=[C:6]([C:8]([F:11])([F:10])[F:9])[CH:5]=[C:4]([N+:12]([O-:14])=[O:13])[CH:3]=1.[NH:15]1[CH2:20][CH2:19][S:18][CH2:17][CH2:16]1.C([O-])([O-])=O.[Cs+].[Cs+], predict the reaction product. The product is: [N+:12]([C:4]1[CH:3]=[C:2]([N:15]2[CH2:20][CH2:19][S:18][CH2:17][CH2:16]2)[CH:7]=[C:6]([C:8]([F:11])([F:10])[F:9])[CH:5]=1)([O-:14])=[O:13]. (2) Given the reactants [F:1][C:2]1[CH:3]=[C:4]([C:34]2[CH:39]=[CH:38][CH:37]=[CH:36][C:35]=2[C:40]2[NH:44][C:43](=[O:45])[O:42][N:41]=2)[CH:5]=[CH:6][C:7]=1[CH2:8][C:9]1[C:10](=[O:33])[N:11]([C:19]2[CH:24]=[CH:23][C:22]([O:25][CH:26]3[CH2:31][CH2:30][CH:29]([OH:32])[CH2:28][CH2:27]3)=[CH:21][CH:20]=2)[C:12]([CH3:18])=[N:13][C:14]=1[CH2:15][CH2:16][CH3:17].CC(OI1(OC(C)=O)(OC(C)=O)OC(=O)C2C1=CC=CC=2)=O.C(OCC)(=O)C.S([O-])([O-])(=O)=S.[Na+].[Na+], predict the reaction product. The product is: [F:1][C:2]1[CH:3]=[C:4]([C:34]2[CH:39]=[CH:38][CH:37]=[CH:36][C:35]=2[C:40]2[NH:44][C:43](=[O:45])[O:42][N:41]=2)[CH:5]=[CH:6][C:7]=1[CH2:8][C:9]1[C:10](=[O:33])[N:11]([C:19]2[CH:20]=[CH:21][C:22]([O:25][CH:26]3[CH2:31][CH2:30][C:29](=[O:32])[CH2:28][CH2:27]3)=[CH:23][CH:24]=2)[C:12]([CH3:18])=[N:13][C:14]=1[CH2:15][CH2:16][CH3:17]. (3) Given the reactants Cl[C:2]1[C:11]2[C:6](=[CH:7][C:8]([O:14][CH3:15])=[C:9]([O:12][CH3:13])[CH:10]=2)[N:5]=[CH:4][CH:3]=1.[OH-].[K+].[C:18]1([SH:24])[CH:23]=[CH:22][CH:21]=[CH:20][CH:19]=1, predict the reaction product. The product is: [CH3:13][O:12][C:9]1[CH:10]=[C:11]2[C:6](=[CH:7][C:8]=1[O:14][CH3:15])[N:5]=[CH:4][CH:3]=[C:2]2[S:24][C:18]1[CH:23]=[CH:22][CH:21]=[CH:20][CH:19]=1. (4) Given the reactants [F:1][C:2]([C@H:5]1[N:10]2[N:11]=[CH:12][C:13]([C:14]([OH:16])=O)=[C:9]2[NH:8][C@@H:7]([C:17]2[CH:22]=[CH:21][C:20](CC)=[CH:19][CH:18]=2)[CH2:6]1)([F:4])[CH3:3].CN(C(ON1N=N[C:35]2C=CC=N[C:34]1=2)=[N+](C)C)C.F[P-](F)(F)(F)(F)F.C(N(CC)C(C)C)(C)C.[CH3:58][C:59]1[CH:66]=[CH:65][C:62]([CH2:63][NH2:64])=[CH:61][CH:60]=1, predict the reaction product. The product is: [F:1][C:2]([C@H:5]1[N:10]2[N:11]=[CH:12][C:13]([C:14]([NH:64][CH2:63][C:62]3[CH:65]=[CH:66][C:59]([CH3:58])=[CH:60][CH:61]=3)=[O:16])=[C:9]2[NH:8][C@@H:7]([C:17]2[CH:18]=[CH:19][C:20]([CH2:34][CH3:35])=[CH:21][CH:22]=2)[CH2:6]1)([F:4])[CH3:3]. (5) Given the reactants [Cl:1][C:2]1[CH:7]=[C:6]([O:8][C:9]2[CH:14]=[CH:13][C:12]([Cl:15])=[CH:11][CH:10]=2)[CH:5]=[CH:4][C:3]=1[C:16]1([CH:19]2[CH2:21][CH2:20]2)[CH2:18][O:17]1.[OH-].[Na+].N1C=[CH:27][N:26]=[N:25]1.[Cl-].[NH4+].[CH3:31][N:32]1CCCC1=O, predict the reaction product. The product is: [Cl:1][C:2]1[CH:7]=[C:6]([O:8][C:9]2[CH:14]=[CH:13][C:12]([Cl:15])=[CH:11][CH:10]=2)[CH:5]=[CH:4][C:3]=1[C:16]([CH:19]1[CH2:21][CH2:20]1)([OH:17])[CH2:18][N:26]1[CH:27]=[N:32][CH:31]=[N:25]1. (6) The product is: [ClH:1].[Cl:1][C:2]1[CH:3]=[CH:4][C:5]([CH2:8][CH2:9][C:10]2[CH:15]=[CH:14][N:13]([C:16]3[CH:21]=[CH:20][C:19]4[C:22]5[CH2:23][NH:24][CH2:25][CH2:26][CH2:27][C:28]=5[O:29][C:18]=4[CH:17]=3)[C:12](=[O:30])[N:11]=2)=[N:6][CH:7]=1. Given the reactants [Cl:1][C:2]1[CH:3]=[CH:4][C:5]([CH2:8][CH2:9][C:10]2[CH:15]=[CH:14][N:13]([C:16]3[CH:21]=[CH:20][C:19]4[C:22]5[CH2:23][NH:24][CH2:25][CH2:26][CH2:27][C:28]=5[O:29][C:18]=4[CH:17]=3)[C:12](=[O:30])[N:11]=2)=[N:6][CH:7]=1.Cl.CCOCC, predict the reaction product. (7) Given the reactants [F:1][C:2]1[CH:7]=[C:6](B2OC(C)(C)C(C)(C)O2)[CH:5]=[CH:4][C:3]=1[C:17]1[N:18]=[CH:19][C:20]([NH2:23])=[N:21][CH:22]=1.Br[C:25]1[CH:30]=[CH:29][CH:28]=[CH:27][C:26]=1[S:31]([N:34]1[CH2:39][CH2:38][CH2:37][CH:36]([NH2:40])[CH2:35]1)(=[O:33])=[O:32], predict the reaction product. The product is: [NH2:40][CH:36]1[CH2:37][CH2:38][CH2:39][N:34]([S:31]([C:26]2[CH:27]=[CH:28][CH:29]=[CH:30][C:25]=2[C:6]2[CH:5]=[CH:4][C:3]([C:17]3[N:18]=[CH:19][C:20]([NH2:23])=[N:21][CH:22]=3)=[C:2]([F:1])[CH:7]=2)(=[O:33])=[O:32])[CH2:35]1. (8) Given the reactants Cl.Cl.[NH2:3][CH2:4][CH2:5][NH:6][C:7]([C:9]1[CH:33]=[CH:32][C:12]2[N:13]([CH3:31])[C:14]([NH:16][C:17]3[S:18][C:19]4[CH:25]=[C:24]([O:26][C:27]([F:30])([F:29])[F:28])[CH:23]=[CH:22][C:20]=4[N:21]=3)=[N:15][C:11]=2[CH:10]=1)=[O:8].[CH3:34][S:35](Cl)(=[O:37])=[O:36], predict the reaction product. The product is: [CH3:34][S:35]([NH:3][CH2:4][CH2:5][NH:6][C:7]([C:9]1[CH:33]=[CH:32][C:12]2[N:13]([CH3:31])[C:14]([NH:16][C:17]3[S:18][C:19]4[CH:25]=[C:24]([O:26][C:27]([F:28])([F:29])[F:30])[CH:23]=[CH:22][C:20]=4[N:21]=3)=[N:15][C:11]=2[CH:10]=1)=[O:8])(=[O:37])=[O:36].